Dataset: Reaction yield outcomes from USPTO patents with 853,638 reactions. Task: Predict the reaction yield, written as a fraction of the theoretical maximum amount of product (1.0 means a 100% yield; for example, 0.34 means a 34% yield). (1) The reactants are [OH:1][C:2]1[CH:3]=[C:4]2[C:9](=[CH:10][CH:11]=1)[S:8][C:7]([CH3:13])([CH3:12])[CH2:6][C:5]2=[O:14].[F:15][C:16]([F:29])([F:28])[S:17](O[S:17]([C:16]([F:29])([F:28])[F:15])(=[O:19])=[O:18])(=[O:19])=[O:18]. The catalyst is N1C=CC=CC=1. The product is [F:15][C:16]([F:29])([F:28])[S:17]([O:1][C:2]1[CH:3]=[C:4]2[C:9](=[CH:10][CH:11]=1)[S:8][C:7]([CH3:12])([CH3:13])[CH2:6][C:5]2=[O:14])(=[O:19])=[O:18]. The yield is 0.470. (2) The reactants are [C:1]([O:5][C:6]([N:8]1[CH2:13][CH2:12][C:11]2[O:14][N:15]=[C:16]([C:17]([OH:19])=O)[C:10]=2[CH2:9]1)=[O:7])([CH3:4])([CH3:3])[CH3:2].[CH:20]1([CH2:23][NH2:24])[CH2:22][CH2:21]1. No catalyst specified. The yield is 0.780. The product is [C:1]([O:5][C:6]([N:8]1[CH2:13][CH2:12][C:11]2[O:14][N:15]=[C:16]([C:17](=[O:19])[NH:24][CH2:23][CH:20]3[CH2:22][CH2:21]3)[C:10]=2[CH2:9]1)=[O:7])([CH3:2])([CH3:3])[CH3:4]. (3) The reactants are C([O:3][C:4](=[O:33])[C:5]([O:8][C:9]1[CH:14]=[CH:13][C:12]([CH2:15][CH2:16][CH2:17][C:18]2[NH:22][C:21](=[O:23])[N:20]([CH2:24][C:25]3[CH:30]=[CH:29][CH:28]=[C:27]([O:31][CH3:32])[CH:26]=3)[N:19]=2)=[CH:11][CH:10]=1)([CH3:7])[CH3:6])C.[OH-].[Na+].Cl. The catalyst is C(O)C.O. The product is [CH3:32][O:31][C:27]1[CH:26]=[C:25]([CH:30]=[CH:29][CH:28]=1)[CH2:24][N:20]1[C:21](=[O:23])[NH:22][C:18]([CH2:17][CH2:16][CH2:15][C:12]2[CH:11]=[CH:10][C:9]([O:8][C:5]([CH3:7])([CH3:6])[C:4]([OH:33])=[O:3])=[CH:14][CH:13]=2)=[N:19]1. The yield is 0.970. (4) The product is [CH2:1]([NH:8][C:9]1[C:10]2[NH:18][N:17]=[C:16]([CH:19]([CH3:21])[CH3:20])[C:11]=2[N:12]=[C:13]([NH:22][CH2:23][CH2:24][NH2:25])[N:14]=1)[C:2]1[CH:7]=[CH:6][CH:5]=[CH:4][CH:3]=1. The catalyst is CN1CCCC1=O. The reactants are [CH2:1]([NH:8][C:9]1[C:10]2[NH:18][N:17]=[C:16]([CH:19]([CH3:21])[CH3:20])[C:11]=2[N:12]=[C:13](Cl)[N:14]=1)[C:2]1[CH:7]=[CH:6][CH:5]=[CH:4][CH:3]=1.[NH2:22][CH2:23][CH2:24][NH2:25]. The yield is 0.560. (5) The yield is 0.940. The reactants are [CH3:1][C:2]1([CH3:18])[C:6]([CH3:8])([CH3:7])[O:5][B:4]([C:9]2[CH:17]=[CH:16][C:12]([C:13](Cl)=[O:14])=[CH:11][CH:10]=2)[O:3]1.[NH2:19][C:20]1[CH:25]=[C:24]([F:26])[CH:23]=[CH:22][N:21]=1. The product is [F:26][C:24]1[CH:23]=[CH:22][N:21]=[C:20]([NH:19][C:13](=[O:14])[C:12]2[CH:16]=[CH:17][C:9]([B:4]3[O:3][C:2]([CH3:18])([CH3:1])[C:6]([CH3:8])([CH3:7])[O:5]3)=[CH:10][CH:11]=2)[CH:25]=1. The catalyst is C(#N)C. (6) The reactants are C(OC(=O)C)C.[C:7]([O:11][C:12]([NH:14][CH2:15][CH2:16][O:17][C:18](=[O:32])[CH2:19][O:20][C:21]1[CH:26]=[CH:25][C:24]([CH2:27][CH2:28][CH2:29][CH2:30][NH2:31])=[CH:23][CH:22]=1)=[O:13])([CH3:10])([CH3:9])[CH3:8].C(N(CC)CC)C.I.[NH2:41][C:42]1[C:43]([C:50]([NH:52][C:53](=[NH:56])SC)=[O:51])=[N:44][C:45]([Cl:49])=[C:46]([NH2:48])[N:47]=1. The catalyst is C1COCC1. The product is [C:7]([O:11][C:12]([NH:14][CH2:15][CH2:16][O:17][C:18](=[O:32])[CH2:19][O:20][C:21]1[CH:22]=[CH:23][C:24]([CH2:27][CH2:28][CH2:29][CH2:30][NH:31][C:53]([NH2:56])=[N:52][C:50]([C:43]2[C:42]([NH2:41])=[N:47][C:46]([NH2:48])=[C:45]([Cl:49])[N:44]=2)=[O:51])=[CH:25][CH:26]=1)=[O:13])([CH3:10])([CH3:8])[CH3:9]. The yield is 0.760.